From a dataset of Reaction yield outcomes from USPTO patents with 853,638 reactions. Predict the reaction yield, written as a fraction of the theoretical maximum amount of product (1.0 means a 100% yield; for example, 0.34 means a 34% yield). (1) No catalyst specified. The product is [Br:15][C:10]1[CH:9]=[CH:8][C:7]2[N:6]([CH2:16][CH:17]([OH:29])[CH2:18][N:19]3[CH2:20][CH2:21][N:22]([CH2:25][CH:26]([OH:27])[CH2:28][NH:31][CH3:30])[CH2:23][CH2:24]3)[C:5]3[C:13]([C:12]=2[CH:11]=1)=[CH:14][C:2]([Br:1])=[CH:3][CH:4]=3. The yield is 0.900. The reactants are [Br:1][C:2]1[CH:3]=[CH:4][C:5]2[N:6]([CH2:16][CH:17]([OH:29])[CH2:18][N:19]3[CH2:24][CH2:23][N:22]([CH2:25][CH:26]4[CH2:28][O:27]4)[CH2:21][CH2:20]3)[C:7]3[C:12]([C:13]=2[CH:14]=1)=[CH:11][C:10]([Br:15])=[CH:9][CH:8]=3.[CH3:30][NH2:31]. (2) The reactants are C([O:14][C:15]1[C:16]2[C:29](=[O:30])[N:28](CC3C=CC(OC)=CC=3OC)[C:27](=O)[C:17]=2[C:18]([O:25][CH3:26])=[C:19]2[C:24]=1[N:23]=[CH:22][CH:21]=[CH:20]2)(C1C=CC=CC=1)C1C=CC=CC=1.O.C(O)(C)C.[BH4-].[Li+]. The catalyst is O1CCCC1.CO. The product is [OH:14][C:15]1[C:16]2[C:29](=[O:30])[NH:28][CH2:27][C:17]=2[C:18]([O:25][CH3:26])=[C:19]2[C:24]=1[N:23]=[CH:22][CH:21]=[CH:20]2. The yield is 1.13. (3) The reactants are [Cl:1][C:2]1[CH:3]=[C:4]2[C:8](=[CH:9][CH:10]=1)[NH:7][CH:6]=[C:5]2/[C:11](=[CH:14]/[C:15]1[CH:16]=[N:17][CH:18]=[CH:19][C:20]=1[O:21]C)/[C:12]#[N:13].[Li+].[Cl-].C1(C)C=CC(S(O)(=O)=O)=CC=1. The catalyst is CN1C(=O)CCC1. The product is [Cl:1][C:2]1[CH:3]=[C:4]2[C:8](=[CH:9][CH:10]=1)[NH:7][CH:6]=[C:5]2/[C:11](=[CH:14]/[C:15]1[CH:16]=[N:17][CH:18]=[CH:19][C:20]=1[OH:21])/[C:12]#[N:13]. The yield is 0.950. (4) The catalyst is O1CCCC1. The reactants are [Cl:1][C:2]1[CH:3]=[C:4]2[C:8](=[CH:9][CH:10]=1)[N:7]([C:11]1[N:15]([CH3:16])[N:14]=[C:13]([CH3:17])[C:12]=1[CH2:18][CH2:19][CH:20](O)[C:21]([O:23][CH2:24][CH3:25])=[O:22])[CH:6]=[CH:5]2.S(Cl)([Cl:29])=O. The product is [Cl:29][CH:20]([CH2:19][CH2:18][C:12]1[C:13]([CH3:17])=[N:14][N:15]([CH3:16])[C:11]=1[N:7]1[C:8]2[C:4](=[CH:3][C:2]([Cl:1])=[CH:10][CH:9]=2)[CH:5]=[CH:6]1)[C:21]([O:23][CH2:24][CH3:25])=[O:22]. The yield is 0.370.